This data is from Forward reaction prediction with 1.9M reactions from USPTO patents (1976-2016). The task is: Predict the product of the given reaction. (1) The product is: [CH2:1]([N:5]([C:6]1[CH:15]=[CH:14][C:13]2[C:12]([CH3:17])([CH3:16])[CH2:11][CH2:10][C:9]([CH3:18])([CH3:19])[C:8]=2[CH:7]=1)[C:21]([Cl:20])=[O:23])[CH2:2][CH2:3][CH3:4]. Given the reactants [CH2:1]([NH:5][C:6]1[CH:15]=[CH:14][C:13]2[C:12]([CH3:17])([CH3:16])[CH2:11][CH2:10][C:9]([CH3:19])([CH3:18])[C:8]=2[CH:7]=1)[CH2:2][CH2:3][CH3:4].[Cl:20][C:21](Cl)([O:23]C(=O)OC(Cl)(Cl)Cl)Cl, predict the reaction product. (2) Given the reactants [NH:1]1[C:5]2=[C:6]([NH:10][C:11](=[O:13])[CH3:12])[N:7]=[CH:8][CH:9]=[C:4]2[CH:3]=[CH:2]1.[C:14]([C:16]1[CH:24]=[C:23]([Cl:25])[C:19]([C:20](Cl)=[O:21])=[C:18]([Cl:26])[CH:17]=1)#[N:15], predict the reaction product. The product is: [Cl:25][C:23]1[CH:24]=[C:16]([C:14]#[N:15])[CH:17]=[C:18]([Cl:26])[C:19]=1[C:20]([C:3]1[C:4]2[C:5](=[C:6]([NH:10][C:11](=[O:13])[CH3:12])[N:7]=[CH:8][CH:9]=2)[NH:1][CH:2]=1)=[O:21]. (3) Given the reactants [Br:1][C:2]1[CH:3]=[C:4]([CH2:15]O)[CH:5]=[C:6]([C:8]2[CH:13]=[CH:12][CH:11]=[CH:10][C:9]=2[Cl:14])[CH:7]=1.C1(P(C2C=CC=CC=2)C2C=CC=CC=2)C=CC=CC=1.C(Br)(Br)(Br)[Br:37], predict the reaction product. The product is: [Br:1][C:2]1[CH:7]=[C:6]([C:8]2[CH:13]=[CH:12][CH:11]=[CH:10][C:9]=2[Cl:14])[CH:5]=[C:4]([CH2:15][Br:37])[CH:3]=1.